This data is from Forward reaction prediction with 1.9M reactions from USPTO patents (1976-2016). The task is: Predict the product of the given reaction. (1) Given the reactants Br[C:2]1[S:6][C:5]([C:7]2[S:8][C:9](Br)=[CH:10][CH:11]=2)=[CH:4][CH:3]=1.N#N.[NH4+].[Cl-].C(O[CH2:20][CH3:21])C, predict the reaction product. The product is: [CH2:20]([C:4]1[CH:3]=[CH:2][S:6][C:5]=1[C:7]1[S:8][C:9]([C:9]2[S:8][C:7]([C:5]3[S:6][CH:2]=[CH:3][C:4]=3[CH2:9][CH2:10][CH2:11][CH2:7][CH2:20][CH3:21])=[CH:11][CH:10]=2)=[CH:10][CH:11]=1)[CH2:21][CH2:2][CH2:3][CH2:4][CH3:5]. (2) Given the reactants Cl[CH2:2][C:3]1[N:4]=[C:5]2[CH:10]=[CH:9][CH:8]=[CH:7][N:6]2[C:11]=1[C:12]#[C:13][C:14]1[CH:19]=[CH:18][CH:17]=[CH:16][CH:15]=1.[OH:20][C:21]1[CH:22]=[C:23]([NH:27][S:28]([CH3:31])(=[O:30])=[O:29])[CH:24]=[CH:25][CH:26]=1.C(=O)([O-])[O-].[Cs+].[Cs+].[Na+].[Cl-], predict the reaction product. The product is: [C:14]1([C:13]#[C:12][C:11]2[N:6]3[CH:7]=[CH:8][CH:9]=[CH:10][C:5]3=[N:4][C:3]=2[CH2:2][O:20][C:21]2[CH:22]=[C:23]([NH:27][S:28]([CH3:31])(=[O:30])=[O:29])[CH:24]=[CH:25][CH:26]=2)[CH:19]=[CH:18][CH:17]=[CH:16][CH:15]=1. (3) Given the reactants [Cl:1][C:2]1[CH:10]=[CH:9][C:5]([CH2:6][CH2:7][NH2:8])=[CH:4][CH:3]=1.CCN(C(C)C)C(C)C.[CH3:20][S:21](Cl)(=[O:23])=[O:22], predict the reaction product. The product is: [Cl:1][C:2]1[CH:10]=[CH:9][C:5]([CH2:6][CH2:7][NH:8][S:21]([CH3:20])(=[O:23])=[O:22])=[CH:4][CH:3]=1. (4) The product is: [CH3:14][NH:15][C:10]([C:4]1[C:5]([N+:7]([O-:9])=[O:8])=[CH:6][N:2]([CH3:1])[N:3]=1)=[O:12]. Given the reactants [CH3:1][N:2]1[CH:6]=[C:5]([N+:7]([O-:9])=[O:8])[C:4]([C:10]([OH:12])=O)=[N:3]1.C1N=C[N:15](C(N2C=NC=C2)=O)[CH:14]=1.CN, predict the reaction product. (5) The product is: [Br:1][C:2]1[C:6]2[N:7]=[CH:8][N:9]=[C:10]([NH:15][CH:13]([CH3:14])[CH3:12])[C:5]=2[S:4][CH:3]=1. Given the reactants [Br:1][C:2]1[C:6]2[N:7]=[CH:8][N:9]=[C:10](Cl)[C:5]=2[S:4][CH:3]=1.[CH3:12][CH:13]([NH2:15])[CH3:14], predict the reaction product. (6) Given the reactants Br[C:2]1[CH:3]=[C:4]2[C:9](=[CH:10][CH:11]=1)[N:8]=[CH:7][CH:6]=[CH:5]2.C(N(C(C)C)CC)(C)C.CC1(C)C2C(=C(P(C3C=CC=CC=3)C3C=CC=CC=3)C=CC=2)OC2C(P(C3C=CC=CC=3)C3C=CC=CC=3)=CC=CC1=2.[CH3:63][N:64]1[CH:68]=[C:67]([C:69]2[CH:70]=[CH:71][C:72]3[N:73]([C:75]([SH:78])=[N:76][N:77]=3)[N:74]=2)[CH:66]=[N:65]1, predict the reaction product. The product is: [CH3:63][N:64]1[CH:68]=[C:67]([C:69]2[CH:70]=[CH:71][C:72]3[N:73]([C:75]([S:78][C:2]4[CH:3]=[C:4]5[C:9](=[CH:10][CH:11]=4)[N:8]=[CH:7][CH:6]=[CH:5]5)=[N:76][N:77]=3)[N:74]=2)[CH:66]=[N:65]1.